Dataset: Reaction yield outcomes from USPTO patents with 853,638 reactions. Task: Predict the reaction yield, written as a fraction of the theoretical maximum amount of product (1.0 means a 100% yield; for example, 0.34 means a 34% yield). The reactants are C(C=P(CCCC)(CCCC)CCCC)#N.[N+:17]([C:20]1[CH:25]=[CH:24][CH:23]=[CH:22][C:21]=1[S:26]([O:29][C:30]1[CH:35]=[CH:34][C:33]([CH:36](O)[CH2:37][N:38]([CH2:51][CH2:52][OH:53])[S:39]([C:42]2[CH:47]=[CH:46][CH:45]=[CH:44][C:43]=2[N+:48]([O-:50])=[O:49])(=[O:41])=[O:40])=[CH:32][CH:31]=1)(=[O:28])=[O:27])([O-:19])=[O:18]. The product is [N+:17]([C:20]1[CH:25]=[CH:24][CH:23]=[CH:22][C:21]=1[S:26]([O:29][C:30]1[CH:35]=[CH:34][C:33]([CH:36]2[O:53][CH2:52][CH2:51][N:38]([S:39]([C:42]3[CH:47]=[CH:46][CH:45]=[CH:44][C:43]=3[N+:48]([O-:50])=[O:49])(=[O:40])=[O:41])[CH2:37]2)=[CH:32][CH:31]=1)(=[O:27])=[O:28])([O-:19])=[O:18]. The yield is 0.540. The catalyst is C1(C)C=CC=CC=1.